The task is: Regression. Given a peptide amino acid sequence and an MHC pseudo amino acid sequence, predict their binding affinity value. This is MHC class I binding data.. This data is from Peptide-MHC class I binding affinity with 185,985 pairs from IEDB/IMGT. (1) The peptide sequence is TTAEFTVPK. The MHC is HLA-B18:01 with pseudo-sequence HLA-B18:01. The binding affinity (normalized) is 0.0847. (2) The peptide sequence is RIYRKGNPL. The MHC is HLA-B08:02 with pseudo-sequence HLA-B08:02. The binding affinity (normalized) is 0.0847. (3) The peptide sequence is LLALQQLEV. The MHC is HLA-A68:02 with pseudo-sequence HLA-A68:02. The binding affinity (normalized) is 0.329. (4) The peptide sequence is RILHNFAYSL. The MHC is HLA-B45:01 with pseudo-sequence HLA-B45:01. The binding affinity (normalized) is 0. (5) The peptide sequence is FLPDTRFAV. The MHC is HLA-A68:02 with pseudo-sequence HLA-A68:02. The binding affinity (normalized) is 0.571. (6) The peptide sequence is EPIVGAETF. The MHC is HLA-A30:02 with pseudo-sequence HLA-A30:02. The binding affinity (normalized) is 0. (7) The peptide sequence is KLEMDLKDL. The MHC is HLA-A02:01 with pseudo-sequence HLA-A02:01. The binding affinity (normalized) is 0.353. (8) The peptide sequence is SQLVSTAWA. The MHC is HLA-B46:01 with pseudo-sequence HLA-B46:01. The binding affinity (normalized) is 0.0847. (9) The peptide sequence is FRYMNSQGL. The MHC is HLA-A69:01 with pseudo-sequence HLA-A69:01. The binding affinity (normalized) is 0.0847.